Dataset: Forward reaction prediction with 1.9M reactions from USPTO patents (1976-2016). Task: Predict the product of the given reaction. (1) Given the reactants [Cl:1][C:2]1[C:3]([CH3:26])=[C:4]([CH2:8][N:9]2[C:14]3[N:15]=[C:16]([N:18]4[CH2:23][CH2:22][O:21][CH2:20][CH2:19]4)[S:17][C:13]=3[C:12](=[O:24])[N:11]=[C:10]2[CH3:25])[CH:5]=[CH:6][CH:7]=1.[Br:27]N1C(=O)CCC1=O.N(C(C)(C)C#N)=NC(C)(C)C#N, predict the reaction product. The product is: [Br:27][CH2:25][C:10]1[N:9]([CH2:8][C:4]2[CH:5]=[CH:6][CH:7]=[C:2]([Cl:1])[C:3]=2[CH3:26])[C:14]2[N:15]=[C:16]([N:18]3[CH2:19][CH2:20][O:21][CH2:22][CH2:23]3)[S:17][C:13]=2[C:12](=[O:24])[N:11]=1. (2) Given the reactants [Cl:1][C:2]1[C:3](=[O:25])[N:4]([CH3:24])[CH:5]=[C:6]([C:9]([N:11]2[CH2:16][CH2:15][CH:14]([C:17]3[CH:22]=[CH:21][C:20]([F:23])=[CH:19][CH:18]=3)[CH2:13][CH2:12]2)=[O:10])[C:7]=1Cl.[Cl:26][C:27]1[CH:28]=[C:29]([CH:31]=[CH:32][C:33]=1[S:34][CH3:35])[NH2:30], predict the reaction product. The product is: [Cl:1][C:2]1[C:3](=[O:25])[N:4]([CH3:24])[CH:5]=[C:6]([C:9]([N:11]2[CH2:16][CH2:15][CH:14]([C:17]3[CH:22]=[CH:21][C:20]([F:23])=[CH:19][CH:18]=3)[CH2:13][CH2:12]2)=[O:10])[C:7]=1[NH:30][C:29]1[CH:31]=[CH:32][C:33]([S:34][CH3:35])=[C:27]([Cl:26])[CH:28]=1. (3) Given the reactants [Br:1][C:2]1[CH:10]=[CH:9][C:5]([CH:6]=[N:7][OH:8])=[CH:4][C:3]=1[F:11].[CH2:12]([OH:15])[CH:13]=[CH2:14], predict the reaction product. The product is: [Br:1][C:2]1[CH:10]=[CH:9][C:5]([C:6]2[CH2:14][CH:13]([CH2:12][OH:15])[O:8][N:7]=2)=[CH:4][C:3]=1[F:11]. (4) Given the reactants N#N.[NH:3]1[C:7]2[CH:8]=[CH:9][CH:10]=[CH:11][C:6]=2[N:5]=[C:4]1[C@H:12]([NH:22][C:23]([NH:25][CH:26]1[CH2:30][CH2:29][NH:28][CH2:27]1)=[O:24])[CH2:13][C:14]1[CH:19]=[CH:18][C:17]([O:20][CH3:21])=[CH:16][CH:15]=1.CCN(C(C)C)C(C)C.Cl[C:41]([O:43][CH3:44])=[O:42], predict the reaction product. The product is: [NH:3]1[C:7]2[CH:8]=[CH:9][CH:10]=[CH:11][C:6]=2[N:5]=[C:4]1[C@H:12]([NH:22][C:23](=[O:24])[NH:25][CH:26]1[CH2:30][CH2:29][N:28]([C:41]([O:43][CH3:44])=[O:42])[CH2:27]1)[CH2:13][C:14]1[CH:15]=[CH:16][C:17]([O:20][CH3:21])=[CH:18][CH:19]=1. (5) Given the reactants [CH3:1][NH:2][CH3:3].[F:4][C:5]1[CH:6]=[C:7]2[C:12](=[CH:13][C:14]=1F)[N:11]([CH2:16][C:17]1[CH:22]=[CH:21][C:20]([C:23]([F:26])([F:25])[F:24])=[CH:19][CH:18]=1)[CH:10]=[C:9]([C:27]#[N:28])[C:8]2=[O:29], predict the reaction product. The product is: [CH3:1][N:2]([CH3:3])[C:14]1[CH:13]=[C:12]2[C:7]([C:8](=[O:29])[C:9]([C:27]#[N:28])=[CH:10][N:11]2[CH2:16][C:17]2[CH:22]=[CH:21][C:20]([C:23]([F:26])([F:25])[F:24])=[CH:19][CH:18]=2)=[CH:6][C:5]=1[F:4]. (6) Given the reactants [NH:1]1[CH2:6][CH2:5][O:4][CH2:3][CH2:2]1.[NH:7]1[C:15]2[C:10](=[CH:11][CH:12]=[C:13]([C:16](O)=[O:17])[CH:14]=2)[CH:9]=[CH:8]1.Cl.CN(C)CCCN=C=NCC.ON1C2C=CC=CC=2N=N1.C(N(C(C)C)CC)(C)C, predict the reaction product. The product is: [NH:7]1[C:15]2[C:10](=[CH:11][CH:12]=[C:13]([C:16]([N:1]3[CH2:6][CH2:5][O:4][CH2:3][CH2:2]3)=[O:17])[CH:14]=2)[CH:9]=[CH:8]1.